From a dataset of Full USPTO retrosynthesis dataset with 1.9M reactions from patents (1976-2016). Predict the reactants needed to synthesize the given product. Given the product [CH3:18][C:10]1[C:11]([N+:15]([O-:17])=[O:16])=[CH:12][CH:13]=[CH:14][C:9]=1[C:6]1[CH:7]=[CH:8][C:3](=[O:2])[NH:4][CH:5]=1, predict the reactants needed to synthesize it. The reactants are: C[O:2][C:3]1[CH:8]=[CH:7][C:6]([C:9]2[CH:14]=[CH:13][CH:12]=[C:11]([N+:15]([O-:17])=[O:16])[C:10]=2[CH3:18])=[CH:5][N:4]=1.Cl.N1C=CC=CC=1.